This data is from Full USPTO retrosynthesis dataset with 1.9M reactions from patents (1976-2016). The task is: Predict the reactants needed to synthesize the given product. (1) Given the product [CH:28]1([CH2:27][N:15]([C:16]2[CH:17]=[CH:18][C:19]([O:22][C:23]([F:24])([F:25])[F:26])=[CH:20][CH:21]=2)[C:13](=[O:14])[NH:12][C:10]2[S:11][C:7]([S:6][CH2:5][C:4]([OH:33])=[O:3])=[CH:8][N:9]=2)[CH2:32][CH2:31][CH2:30][CH2:29]1, predict the reactants needed to synthesize it. The reactants are: C([O:3][C:4](=[O:33])[CH2:5][S:6][C:7]1[S:11][C:10]([NH:12][C:13]([N:15]([CH2:27][CH:28]2[CH2:32][CH2:31][CH2:30][CH2:29]2)[C:16]2[CH:21]=[CH:20][C:19]([O:22][C:23]([F:26])([F:25])[F:24])=[CH:18][CH:17]=2)=[O:14])=[N:9][CH:8]=1)C.C1(CN(C2C=CC(S(C)(=O)=O)=CC=2)C(=O)NC2SC=C(CC(O)=O)N=2)CCCC1.C1(CNC2C=CC(OC(F)(F)F)=CC=2)CCCC1.C(OC(=O)CSC1SC(N)=NC=1)C. (2) Given the product [CH3:1][O:2][C:3]1[CH:4]=[C:5]([CH:11]([C:21](=[O:22])[CH2:20][N:16]2[CH2:17][CH2:18][CH2:19][C:15]2=[O:14])[C:12]#[N:13])[CH:6]=[CH:7][C:8]=1[O:9][CH3:10], predict the reactants needed to synthesize it. The reactants are: [CH3:1][O:2][C:3]1[CH:4]=[C:5]([CH2:11][C:12]#[N:13])[CH:6]=[CH:7][C:8]=1[O:9][CH3:10].[O:14]=[C:15]1[CH2:19][CH2:18][CH2:17][N:16]1[CH2:20][C:21](OC)=[O:22].[O-]CC.[Na+]. (3) Given the product [CH3:1][O:2][C:3]1[CH:4]=[C:5]([CH:31]=[CH:32][C:33]=1[O:34][CH3:35])[CH2:6][C:7]1[N:11]([C:12]2[CH:17]=[C:16]([CH3:18])[N:15]=[C:14]([CH3:19])[N:13]=2)[N:10]=[C:9]([NH:20][CH3:21])[N:8]=1, predict the reactants needed to synthesize it. The reactants are: [CH3:1][O:2][C:3]1[CH:4]=[C:5]([CH:31]=[CH:32][C:33]=1[O:34][CH3:35])[CH2:6][C:7]1[N:11]([C:12]2[CH:17]=[C:16]([CH3:18])[N:15]=[C:14]([CH3:19])[N:13]=2)[N:10]=[C:9]([N:20](CC2C=CC(OC)=CC=2)[CH3:21])[N:8]=1.C(O)(C(F)(F)F)=O.C([O-])(O)=O.[Na+]. (4) The reactants are: [F:1][C:2]([C:5]1[O:9][C:8]([CH2:10][N:11]2[N:15]=[C:14]([NH2:16])[CH:13]=[N:12]2)=[CH:7][CH:6]=1)([F:4])[CH3:3].[Cl:17][C:18]1[CH:19]=[C:20]([C:24]2[O:28][CH:27]=[N:26][C:25]=2[C:29](O)=[O:30])[CH:21]=[CH:22][CH:23]=1. Given the product [F:4][C:2]([C:5]1[O:9][C:8]([CH2:10][N:11]2[N:15]=[C:14]([NH:16][C:29]([C:25]3[N:26]=[CH:27][O:28][C:24]=3[C:20]3[CH:21]=[CH:22][CH:23]=[C:18]([Cl:17])[CH:19]=3)=[O:30])[CH:13]=[N:12]2)=[CH:7][CH:6]=1)([F:1])[CH3:3], predict the reactants needed to synthesize it. (5) The reactants are: [Br:1][C:2]1[C:3]([CH3:13])=[N:4][C:5](Cl)=[C:6]([N+:9]([O-:11])=[O:10])[C:7]=1[CH3:8].[NH2:14][C:15]1[CH:20]=[CH:19][C:18]([CH2:21][CH2:22][OH:23])=[CH:17][CH:16]=1. Given the product [Br:1][C:2]1[C:7]([CH3:8])=[C:6]([N+:9]([O-:11])=[O:10])[C:5]([NH:14][C:15]2[CH:20]=[CH:19][C:18]([CH2:21][CH2:22][OH:23])=[CH:17][CH:16]=2)=[N:4][C:3]=1[CH3:13], predict the reactants needed to synthesize it. (6) Given the product [Cl:14][C:15]1[CH:16]=[C:17]([C:18]([O:20][CH2:21][CH3:22])=[O:19])[C:23]([C:1]2[C:10]3[C:5](=[CH:6][CH:7]=[CH:8][CH:9]=3)[CH:4]=[CH:3][CH:2]=2)=[CH:24][C:25]=1[C:26]([O:28][CH2:29][CH3:30])=[O:27], predict the reactants needed to synthesize it. The reactants are: [C:1]1(B(O)O)[C:10]2[C:5](=[CH:6][CH:7]=[CH:8][CH:9]=2)[CH:4]=[CH:3][CH:2]=1.[Cl:14][C:15]1[C:16](Br)=[C:17]([CH:23]=[CH:24][C:25]=1[C:26]([O:28][CH2:29][CH3:30])=[O:27])[C:18]([O:20][CH2:21][CH3:22])=[O:19].O.P([O-])([O-])([O-])=O.[K+].[K+].[K+].N#N. (7) Given the product [CH3:31][C:29]1([CH3:32])[CH2:30][CH:25]([NH:24][C:22]2[C:21]([F:35])=[CH:20][N:19]=[C:18]([NH:1][C:2]3[CH:3]=[C:4]([N:9]4[C:13](=[O:14])[N:12]([CH3:15])[N:11]=[N:10]4)[CH:5]=[CH:6][C:7]=3[F:8])[N:23]=2)[CH2:26][C:27]([CH3:34])([CH3:33])[NH:28]1, predict the reactants needed to synthesize it. The reactants are: [NH2:1][C:2]1[CH:3]=[C:4]([N:9]2[C:13](=[O:14])[N:12]([CH3:15])[N:11]=[N:10]2)[CH:5]=[CH:6][C:7]=1[F:8].Cl.Cl[C:18]1[N:23]=[C:22]([NH:24][CH:25]2[CH2:30][C:29]([CH3:32])([CH3:31])[NH:28][C:27]([CH3:34])([CH3:33])[CH2:26]2)[C:21]([F:35])=[CH:20][N:19]=1.O.C1(C)C=CC(S(O)(=O)=O)=CC=1.NC1C=C(C=CC=1)C(O)=O.